From a dataset of Forward reaction prediction with 1.9M reactions from USPTO patents (1976-2016). Predict the product of the given reaction. (1) Given the reactants [OH:1][CH2:2][C:3]1[CH:4]=[C:5]([C:14]([O:16]CC)=[O:15])[CH:6]=[C:7]([CH:13]=1)[C:8]([O:10]CC)=[O:9].[OH-].[Na+], predict the reaction product. The product is: [OH:1][CH2:2][C:3]1[CH:4]=[C:5]([C:14]([OH:16])=[O:15])[CH:6]=[C:7]([CH:13]=1)[C:8]([OH:10])=[O:9]. (2) The product is: [Cl:1][C:2]1[CH:8]=[C:7]([O:9][C:24]2[S:23][N:22]=[C:21]([C:18]3([Cl:17])[CH2:20][CH2:19]3)[N:25]=2)[C:6]([CH3:10])=[CH:5][C:3]=1[NH2:4]. Given the reactants [Cl:1][C:2]1[CH:8]=[C:7]([OH:9])[C:6]([CH3:10])=[CH:5][C:3]=1[NH2:4].C(=O)([O-])[O-].[K+].[K+].[Cl:17][C:18]1([C:21]2[N:25]=[C:24](S(C3C=CC(C)=CC=3)(=O)=O)[S:23][N:22]=2)[CH2:20][CH2:19]1, predict the reaction product. (3) Given the reactants N(C(O[CH:12]([CH3:14])[CH3:13])=O)=NC(OC(C)C)=O.[OH:15][C:16]1[CH:23]=[CH:22][C:19]([CH:20]=[O:21])=[CH:18][C:17]=1[Cl:24].[C:25]1(P([C:25]2[CH:30]=[CH:29][CH:28]=[CH:27][CH:26]=2)[C:25]2[CH:30]=[CH:29][CH:28]=[CH:27][CH:26]=2)[CH:30]=[CH:29][CH:28]=[CH:27][CH:26]=1.[CH3:44]O.[CH2:46]1[CH2:50]O[CH2:48][CH2:47]1, predict the reaction product. The product is: [Cl:24][C:17]1[CH:18]=[C:19]([CH:22]=[CH:23][C:16]=1[O:15][CH2:48][C:47]1[C:12]([CH3:13])=[C:14]([C:30]2[CH:25]=[CH:26][CH:27]=[CH:28][CH:29]=2)[CH:44]=[CH:50][CH:46]=1)[CH:20]=[O:21]. (4) Given the reactants [NH2:1][CH:2]1[C:8](=[O:9])[NH:7][C:6]2[CH:10]=[CH:11][CH:12]=[CH:13][C:5]=2[C:4]([C:14]2[C:19]([O:20][CH2:21][CH3:22])=[CH:18][C:17]([Cl:23])=[CH:16][C:15]=2[Cl:24])=[N:3]1.[F:25][C:26]1[CH:27]=[N:28][C:29]([O:35][CH2:36][CH2:37][O:38][CH3:39])=[C:30]([CH:34]=1)[C:31](O)=[O:32], predict the reaction product. The product is: [Cl:24][C:15]1[CH:16]=[C:17]([Cl:23])[CH:18]=[C:19]([O:20][CH2:21][CH3:22])[C:14]=1[C:4]1[C:5]2[CH:13]=[CH:12][CH:11]=[CH:10][C:6]=2[NH:7][C:8](=[O:9])[CH:2]([NH:1][C:31](=[O:32])[C:30]2[CH:34]=[C:26]([F:25])[CH:27]=[N:28][C:29]=2[O:35][CH2:36][CH2:37][O:38][CH3:39])[N:3]=1. (5) Given the reactants Cl[C:2]1[C:3]([NH2:9])=[N:4][CH:5]=[N:6][C:7]=1Cl.[NH2:10][CH2:11][CH:12]1[CH2:17][CH2:16][N:15]([C:18]([O:20]C(C)(C)C)=O)[CH2:14][CH2:13]1.[CH:25]1([O:31][C:32]2[CH:37]=[CH:36][C:35](B(O)O)=[CH:34][CH:33]=2)[CH2:30][CH2:29][CH2:28][CH2:27][CH2:26]1.[C:41](Cl)(=O)[CH:42]=C, predict the reaction product. The product is: [NH2:9][C:3]1[N:4]=[CH:5][N:6]=[C:7]([NH:10][CH2:11][CH:12]2[CH2:13][CH2:14][N:15]([C:18](=[O:20])[CH:41]=[CH2:42])[CH2:16][CH2:17]2)[C:2]=1[C:35]1[CH:34]=[CH:33][C:32]([O:31][CH:25]2[CH2:26][CH2:27][CH2:28][CH2:29][CH2:30]2)=[CH:37][CH:36]=1. (6) The product is: [CH2:42]([O:41]/[N:40]=[C:34](\[CH3:35])/[CH:33]([N:6]1[C:7](=[O:32])[C:8]([CH2:13][C:14]2[CH:15]=[CH:16][C:17]([C:20]3[CH:25]=[CH:24][CH:23]=[CH:22][C:21]=3[C:26]3[NH:30][C:29](=[O:31])[O:28][N:27]=3)=[CH:18][CH:19]=2)=[C:9]([CH2:10][CH2:11][CH3:12])[N:4]2[N:3]=[C:2]([CH3:1])[N:38]=[C:5]12)[CH3:37])[CH3:43]. Given the reactants [CH3:1][C:2]1[N:38]=[C:5]2[N:6]([CH:33]([CH3:37])[C:34](=O)[CH3:35])[C:7](=[O:32])[C:8]([CH2:13][C:14]3[CH:19]=[CH:18][C:17]([C:20]4[CH:25]=[CH:24][CH:23]=[CH:22][C:21]=4[C:26]4[NH:30][C:29](=[O:31])[O:28][N:27]=4)=[CH:16][CH:15]=3)=[C:9]([CH2:10][CH2:11][CH3:12])[N:4]2[N:3]=1.Cl.[NH2:40][O:41][CH2:42][CH3:43].N1C=CC=CC=1.Cl, predict the reaction product. (7) The product is: [Cl:18][C:7]1[CH:8]=[C:9]2[C:4](=[CH:5][CH:6]=1)[N:3]=[C:2]([NH:25][CH2:24][C:23]([O:22][CH2:20][CH3:21])=[O:26])[N:11]=[C:10]2[C:12]1[CH:17]=[CH:16][CH:15]=[CH:14][CH:13]=1. Given the reactants Cl[C:2]1[N:11]=[C:10]([C:12]2[CH:17]=[CH:16][CH:15]=[CH:14][CH:13]=2)[C:9]2[C:4](=[CH:5][CH:6]=[C:7]([Cl:18])[CH:8]=2)[N:3]=1.Cl.[CH2:20]([O:22][C:23](=[O:26])[CH2:24][NH2:25])[CH3:21].CN(C=O)C.C(N(CC)CC)C, predict the reaction product. (8) Given the reactants [Cl:1][C:2]1[CH:7]=[CH:6][C:5]([CH:8]([OH:29])[CH2:9][CH2:10][N:11]2[CH2:16][CH2:15][CH:14]([C:17]3[CH:18]=[C:19]([NH:23][C:24](=[O:28])[CH:25]([CH3:27])[CH3:26])[CH:20]=[CH:21][CH:22]=3)[CH2:13][CH2:12]2)=[CH:4][CH:3]=1.[CH3:30][O:31][C:32]1[CH:37]=[CH:36][C:35](O)=[CH:34][CH:33]=1, predict the reaction product. The product is: [Cl:1][C:2]1[CH:3]=[CH:4][C:5]([CH:8]([O:29][C:35]2[CH:36]=[CH:37][C:32]([O:31][CH3:30])=[CH:33][CH:34]=2)[CH2:9][CH2:10][N:11]2[CH2:16][CH2:15][CH:14]([C:17]3[CH:18]=[C:19]([NH:23][C:24](=[O:28])[CH:25]([CH3:26])[CH3:27])[CH:20]=[CH:21][CH:22]=3)[CH2:13][CH2:12]2)=[CH:6][CH:7]=1.